Task: Predict which catalyst facilitates the given reaction.. Dataset: Catalyst prediction with 721,799 reactions and 888 catalyst types from USPTO (1) Reactant: C([O:3][C:4](=[O:35])[C:5]([CH3:34])([O:7][C:8]1[CH:13]=[CH:12][C:11]([CH2:14][N:15]([C:17]2[S:21][C:20]([C:22]3[CH:27]=[CH:26][C:25]([C:28]([F:31])([F:30])[F:29])=[CH:24][CH:23]=3)=[N:19][C:18]=2[CH3:32])[CH3:16])=[CH:10][C:9]=1[CH3:33])[CH3:6])C.[OH-].[Na+]. Product: [CH3:34][C:5]([O:7][C:8]1[CH:13]=[CH:12][C:11]([CH2:14][N:15]([C:17]2[S:21][C:20]([C:22]3[CH:23]=[CH:24][C:25]([C:28]([F:30])([F:31])[F:29])=[CH:26][CH:27]=3)=[N:19][C:18]=2[CH3:32])[CH3:16])=[CH:10][C:9]=1[CH3:33])([CH3:6])[C:4]([OH:35])=[O:3]. The catalyst class is: 14. (2) Reactant: CC1(C)C(C)(C)OB([C:9]2[CH2:10][CH2:11][N:12]([C:15]([O:17][C:18]([CH3:21])([CH3:20])[CH3:19])=[O:16])[CH2:13][CH:14]=2)O1.C([O-])([O-])=O.[K+].[K+].Br[C:30]1[CH:35]=[C:34]([N+:36]([O-:38])=[O:37])[CH:33]=[CH:32][C:31]=1[O:39][CH3:40].O. Product: [CH3:40][O:39][C:31]1[CH:32]=[CH:33][C:34]([N+:36]([O-:38])=[O:37])=[CH:35][C:30]=1[C:9]1[CH2:10][CH2:11][N:12]([C:15]([O:17][C:18]([CH3:19])([CH3:20])[CH3:21])=[O:16])[CH2:13][CH:14]=1. The catalyst class is: 3.